Dataset: Full USPTO retrosynthesis dataset with 1.9M reactions from patents (1976-2016). Task: Predict the reactants needed to synthesize the given product. (1) Given the product [CH3:1][O:2][C@H:3]([C@@H:8]([CH3:16])[C@@H:9]([O:14][CH3:15])/[CH:10]=[CH:11]/[CH:12]=[CH2:13])[C@@H:4]([CH3:7])[CH:5]=[O:6], predict the reactants needed to synthesize it. The reactants are: [CH3:1][O:2][C@H:3]([C@@H:8]([CH3:16])[C@@H:9]([O:14][CH3:15])/[CH:10]=[CH:11]/[CH:12]=[CH2:13])[C@@H:4]([CH3:7])[CH2:5][OH:6].C[N+]1([O-])CCOCC1. (2) The reactants are: C(N(CC)CC)C.[CH3:8][C:9]1([CH3:35])[NH:13][CH2:12][CH:11]([CH2:14][N:15]2[C:23]3[C:18](=[N:19][C:20]([C:24]4[CH:25]=[N:26][N:27]([CH:29]5[CH2:34][CH2:33][CH2:32][CH2:31][O:30]5)[CH:28]=4)=[CH:21][CH:22]=3)[CH:17]=[CH:16]2)[CH2:10]1.[C:36]1([CH2:42][CH2:43][C:44](Cl)=[O:45])[CH:41]=[CH:40][CH:39]=[CH:38][CH:37]=1.C(=O)(O)[O-].[Na+]. Given the product [CH3:8][C:9]1([CH3:35])[CH2:10][CH:11]([CH2:14][N:15]2[C:23]3[C:18](=[N:19][C:20]([C:24]4[CH:25]=[N:26][N:27]([CH:29]5[CH2:34][CH2:33][CH2:32][CH2:31][O:30]5)[CH:28]=4)=[CH:21][CH:22]=3)[CH:17]=[CH:16]2)[CH2:12][N:13]1[C:44](=[O:45])[CH2:43][CH2:42][C:36]1[CH:41]=[CH:40][CH:39]=[CH:38][CH:37]=1, predict the reactants needed to synthesize it. (3) Given the product [CH3:3][N:2]([CH2:4][C:5]1[CH:6]=[C:7]([CH:11]=[C:12]([C:14]([F:17])([F:16])[F:15])[CH:13]=1)[C:8]([NH:41][C:42]1[CH:43]=[CH:44][C:45]([CH3:62])=[C:46]([C:48]2[CH:49]=[C:50]([N:56]3[CH2:61][CH2:60][O:59][CH2:58][CH2:57]3)[C:51](=[O:55])[N:52]([CH3:54])[CH:53]=2)[CH:47]=1)=[O:10])[CH3:1], predict the reactants needed to synthesize it. The reactants are: [CH3:1][N:2]([CH2:4][C:5]1[CH:6]=[C:7]([CH:11]=[C:12]([C:14]([F:17])([F:16])[F:15])[CH:13]=1)[C:8]([OH:10])=O)[CH3:3].Cl.C(N=C=NCCCN(C)C)C.O.N1C2C(=NC=CC=2)N(O)N=1.[NH2:41][C:42]1[CH:43]=[CH:44][C:45]([CH3:62])=[C:46]([C:48]2[CH:49]=[C:50]([N:56]3[CH2:61][CH2:60][O:59][CH2:58][CH2:57]3)[C:51](=[O:55])[N:52]([CH3:54])[CH:53]=2)[CH:47]=1. (4) Given the product [ClH:13].[Cl:13][C:14]1[CH:33]=[CH:32][C:17]([NH:18][C:19]2[C:28]3[C:23](=[CH:24][C:25]([O:31][CH2:61][CH2:60][C:57]4[CH:58]=[CH:59][N:54]=[CH:55][CH:56]=4)=[C:26]([O:29][CH3:30])[CH:27]=3)[N:22]=[CH:21][N:20]=2)=[C:16]([F:34])[CH:15]=1, predict the reactants needed to synthesize it. The reactants are: N(C(OCC)=O)=NC(OCC)=O.[Cl:13][C:14]1[CH:33]=[CH:32][C:17]([NH:18][C:19]2[C:28]3[C:23](=[CH:24][C:25]([OH:31])=[C:26]([O:29][CH3:30])[CH:27]=3)[N:22]=[CH:21][N:20]=2)=[C:16]([F:34])[CH:15]=1.C1(P(C2C=CC=CC=2)C2C=CC=CC=2)C=CC=CC=1.[N:54]1[CH:59]=[CH:58][C:57]([CH2:60][CH2:61]O)=[CH:56][CH:55]=1. (5) Given the product [I:2][C:3]1[CH:4]=[CH:5][C:6]2[N:7]([CH:9]=[C:10]([NH:12][C:16]([CH:13]3[CH2:15][CH2:14]3)=[O:17])[N:11]=2)[N:8]=1, predict the reactants needed to synthesize it. The reactants are: Cl.[I:2][C:3]1[CH:4]=[CH:5][C:6]2[N:7]([CH:9]=[C:10]([NH2:12])[N:11]=2)[N:8]=1.[CH:13]1([C:16](Cl)=[O:17])[CH2:15][CH2:14]1.O. (6) Given the product [Br:1][C:2]1[C:3]([CH3:9])=[CH:4][C:5]([NH:8][S:15]([CH3:14])(=[O:17])=[O:16])=[N:6][CH:7]=1, predict the reactants needed to synthesize it. The reactants are: [Br:1][C:2]1[C:3]([CH3:9])=[CH:4][C:5]([NH2:8])=[N:6][CH:7]=1.CN(C)C.[CH3:14][S:15](Cl)(=[O:17])=[O:16]. (7) Given the product [F:17][C:18]1[CH:23]=[C:22]([N:15]2[C:16]3[C:12](=[CH:11][CH:10]=[CH:9][C:8]=3[CH3:7])[CH:13]=[CH:14]2)[CH:21]=[C:20]([F:25])[N:19]=1, predict the reactants needed to synthesize it. The reactants are: CC(C)([O-])C.[K+].[CH3:7][C:8]1[CH:9]=[CH:10][CH:11]=[C:12]2[C:16]=1[NH:15][CH:14]=[CH:13]2.[F:17][C:18]1[CH:23]=[C:22](F)[CH:21]=[C:20]([F:25])[N:19]=1. (8) Given the product [NH:12]1[C:13]2[C:18](=[CH:17][CH:16]=[CH:15][CH:14]=2)[C:10]([C:8](=[O:9])[CH:35]([NH:34][C:32]2[CH:31]=[CH:30][N:29]=[C:28]([O:27][CH3:26])[CH:33]=2)[C:36]2[CH:40]=[C:39]([CH3:41])[O:38][N:37]=2)=[CH:11]1, predict the reactants needed to synthesize it. The reactants are: C(N(CC)CC)C.[CH:8]([C:10]1[C:18]2[C:13](=[CH:14][CH:15]=[CH:16][CH:17]=2)[N:12](C(OC(C)(C)C)=O)[CH:11]=1)=[O:9].[CH3:26][O:27][C:28]1[CH:33]=[C:32]([N:34]=[CH:35][C:36]2[CH:40]=[C:39]([CH3:41])[O:38][N:37]=2)[CH:31]=[CH:30][N:29]=1. (9) Given the product [NH2:19][C:20]1[CH:25]=[CH:24][C:23]([S:26][C:8]2[C:7]3[C:5]4[C:4]([C:15]5[C:16]=3[C:11]([CH:12]=[CH:13][CH:14]=5)=[CH:10][CH:9]=2)=[C:3]([C:17]#[N:18])[C:2](=[O:1])[N:6]=4)=[CH:22][CH:21]=1, predict the reactants needed to synthesize it. The reactants are: [O:1]=[C:2]1[N:6]=[C:5]2[C:7]3[CH:8]=[CH:9][CH:10]=[C:11]4[C:16]=3[C:15]([C:4]2=[C:3]1[C:17]#[N:18])=[CH:14][CH:13]=[CH:12]4.[NH2:19][C:20]1[CH:25]=[CH:24][C:23]([SH:26])=[CH:22][CH:21]=1. (10) Given the product [CH:6]([C:7]1[C:27]([C:26]([O:25][CH2:18][C:19]2[CH:24]=[CH:23][CH:22]=[CH:21][CH:20]=2)=[O:31])=[C:28]([CH3:30])[NH:36][C:8]=1[C:9]([O:11][C:12]([CH3:15])([CH3:14])[CH3:13])=[O:10])([CH3:17])[CH3:5], predict the reactants needed to synthesize it. The reactants are: N([O-])=O.[Na+].[CH3:5][CH:6]([CH3:17])[C:7](=O)[CH2:8][C:9]([O:11][C:12]([CH3:15])([CH3:14])[CH3:13])=[O:10].[CH2:18]([O:25][C:26](=[O:31])[CH2:27][C:28]([CH3:30])=O)[C:19]1[CH:24]=[CH:23][CH:22]=[CH:21][CH:20]=1.C([O-])(=O)C.[NH4+:36].